The task is: Binary Classification. Given a T-cell receptor sequence (or CDR3 region) and an epitope sequence, predict whether binding occurs between them.. This data is from TCR-epitope binding with 47,182 pairs between 192 epitopes and 23,139 TCRs. (1) The epitope is RQLLFVVEV. The TCR CDR3 sequence is CASSPYEWDEQFF. Result: 1 (the TCR binds to the epitope). (2) The epitope is FLYNLLTRV. The TCR CDR3 sequence is CASSHSAGENEQFF. Result: 0 (the TCR does not bind to the epitope).